This data is from Forward reaction prediction with 1.9M reactions from USPTO patents (1976-2016). The task is: Predict the product of the given reaction. Given the reactants Br[C:2]1[CH:7]=[CH:6][C:5]([C:8]2[O:12][N:11]=[C:10]([CH3:13])[N:9]=2)=[CH:4][CH:3]=1.C1(P(C2CCCCC2)C2C=CC=CC=2C2C=CC=CC=2N(C)C)CCCCC1.P([O-])([O-])([O-])=O.[K+].[K+].[K+].[CH3:50][CH:51]([N:53]1[CH2:58][CH2:57][N:56]([C:59]([C@H:61]2[CH2:65][CH2:64][NH:63][CH2:62]2)=[O:60])[CH2:55][CH2:54]1)[CH3:52], predict the reaction product. The product is: [CH3:52][CH:51]([N:53]1[CH2:58][CH2:57][N:56]([C:59]([C@H:61]2[CH2:65][CH2:64][N:63]([C:2]3[CH:7]=[CH:6][C:5]([C:8]4[O:12][N:11]=[C:10]([CH3:13])[N:9]=4)=[CH:4][CH:3]=3)[CH2:62]2)=[O:60])[CH2:55][CH2:54]1)[CH3:50].